Dataset: Full USPTO retrosynthesis dataset with 1.9M reactions from patents (1976-2016). Task: Predict the reactants needed to synthesize the given product. (1) The reactants are: [CH2:1]([O:3][C:4](=[O:18])[C:5]([O:8][C:9]1[CH:14]=[CH:13][C:12]([CH2:15][NH2:16])=[C:11]([Cl:17])[CH:10]=1)([CH3:7])[CH3:6])[CH3:2].ClC1C=C(O)C=CC=1C=O.C(CC(Br)(C)C([O-])=O)C.[CH3:38][C:39]1[N:47]=[C:46]([C:48]2[CH:53]=[CH:52][C:51]([C:54]([F:57])([F:56])[F:55])=[CH:50][CH:49]=2)[CH:45]=[CH:44][C:40]=1[C:41](O)=[O:42].COC(=O)C1C=CC(C2C=CC(C(F)(F)F)=CC=2)=NC=1C. Given the product [CH2:1]([O:3][C:4](=[O:18])[C:5]([O:8][C:9]1[CH:14]=[CH:13][C:12]([CH2:15][NH:16][C:41]([C:40]2[C:39]([CH3:38])=[N:47][C:46]([C:48]3[CH:53]=[CH:52][C:51]([C:54]([F:57])([F:55])[F:56])=[CH:50][CH:49]=3)=[CH:45][CH:44]=2)=[O:42])=[C:11]([Cl:17])[CH:10]=1)([CH3:7])[CH3:6])[CH3:2], predict the reactants needed to synthesize it. (2) Given the product [CH3:1][O:2][C:3](=[O:13])[CH:4]=[CH:5][C:6]1[CH:11]=[CH:10][CH:9]=[C:8]([O:12][CH2:17][C:18]2[N:19]=[C:20]([C:23]3[CH:24]=[CH:25][CH:26]=[CH:27][CH:28]=3)[S:21][CH:22]=2)[CH:7]=1, predict the reactants needed to synthesize it. The reactants are: [CH3:1][O:2][C:3](=[O:13])[CH:4]=[CH:5][C:6]1[CH:11]=[CH:10][CH:9]=[C:8]([OH:12])[CH:7]=1.[H-].[Na+].Cl[CH2:17][C:18]1[N:19]=[C:20]([C:23]2[CH:28]=[CH:27][CH:26]=[CH:25][CH:24]=2)[S:21][CH:22]=1. (3) Given the product [Br:1][C:2]1[CH:8]=[CH:7][CH:6]=[CH:5][C:3]=1[NH:4][C:29]([C:19]1[CH:18]=[C:17]([Cl:16])[N:22]=[C:21]([C:23]2[CH:24]=[CH:25][CH:26]=[CH:27][CH:28]=2)[N:20]=1)=[O:30], predict the reactants needed to synthesize it. The reactants are: [Br:1][C:2]1[CH:8]=[CH:7][CH:6]=[CH:5][C:3]=1[NH2:4].C(N(CC)CC)C.[Cl:16][C:17]1[N:22]=[C:21]([C:23]2[CH:28]=[CH:27][CH:26]=[CH:25][CH:24]=2)[N:20]=[C:19]([C:29](Cl)=[O:30])[CH:18]=1. (4) Given the product [CH3:8][C:9]1[CH:22]=[CH:21][C:20]([CH3:23])=[CH:19][C:10]=1[CH2:11][O:12][CH:13]1[CH2:18][CH2:17][N:16]([S:32]([CH3:31])(=[O:34])=[O:33])[CH2:15][CH2:14]1, predict the reactants needed to synthesize it. The reactants are: C(O)(C(F)(F)F)=O.[CH3:8][C:9]1[CH:22]=[CH:21][C:20]([CH3:23])=[CH:19][C:10]=1[CH2:11][O:12][CH:13]1[CH2:18][CH2:17][NH:16][CH2:15][CH2:14]1.C(N(CC)CC)C.[CH3:31][S:32](Cl)(=[O:34])=[O:33]. (5) The reactants are: FC(F)(F)S(O[C:7]1[C:8]([C:18]([N:20]([O:22][CH3:23])[CH3:21])=[O:19])=[CH:9][C:10]([Cl:17])=[C:11]2[C:16]=1[N:15]=[CH:14][CH:13]=[CH:12]2)(=O)=O.[CH3:26][O:27][CH2:28][CH2:29][N:30]1[CH2:35][CH2:34][NH:33][CH2:32][CH2:31]1.C(=O)([O-])[O-].[Cs+].[Cs+]. Given the product [Cl:17][C:10]1[CH:9]=[C:8]([C:18]([N:20]([O:22][CH3:23])[CH3:21])=[O:19])[C:7]([N:33]2[CH2:34][CH2:35][N:30]([CH2:29][CH2:28][O:27][CH3:26])[CH2:31][CH2:32]2)=[C:16]2[C:11]=1[CH:12]=[CH:13][CH:14]=[N:15]2, predict the reactants needed to synthesize it. (6) Given the product [NH2:29][C:25]([CH3:28])([CH3:24])[C:26]#[C:27][C:2]1[S:6][C:5]([C:7]2[CH:12]=[CH:11][N:10]=[C:9]([NH:13][CH:14]3[CH2:19][C:18]([CH3:21])([CH3:20])[NH:17][C:16]([CH3:23])([CH3:22])[CH2:15]3)[N:8]=2)=[CH:4][CH:3]=1, predict the reactants needed to synthesize it. The reactants are: Br[C:2]1[S:6][C:5]([C:7]2[CH:12]=[CH:11][N:10]=[C:9]([NH:13][CH:14]3[CH2:19][C:18]([CH3:21])([CH3:20])[NH:17][C:16]([CH3:23])([CH3:22])[CH2:15]3)[N:8]=2)=[CH:4][CH:3]=1.[CH3:24][C:25]([NH2:29])([CH3:28])[C:26]#[CH:27].